From a dataset of Forward reaction prediction with 1.9M reactions from USPTO patents (1976-2016). Predict the product of the given reaction. (1) The product is: [ClH:1].[Cl:1][C:2]1[CH:3]=[CH:4][C:5]([O:48][CH3:49])=[C:6]([CH:47]=1)[C:7]([NH:9][C:10]1[C:11]([C:24]2[NH:28][C:27](=[O:38])[N:26]([CH2:39][CH2:40][N:41]3[CH2:46][CH2:45][O:44][CH2:43][CH2:42]3)[N:25]=2)=[N:12][NH:13][CH:14]=1)=[O:8]. Given the reactants [Cl:1][C:2]1[CH:3]=[CH:4][C:5]([O:48][CH3:49])=[C:6]([CH:47]=1)[C:7]([NH:9][C:10]1[C:11]([C:24]2[N:28](CC3C=CC(OC)=CC=3)[C:27](=[O:38])[N:26]([CH2:39][CH2:40][N:41]3[CH2:46][CH2:45][O:44][CH2:43][CH2:42]3)[N:25]=2)=[N:12][N:13](CC2C=CC(OC)=CC=2)[CH:14]=1)=[O:8].C1(OC)C=CC=CC=1, predict the reaction product. (2) Given the reactants [Cl:1][C:2]1[CH:9]=[C:8]([N:10]([CH:12]2[CH2:17][C:16]([OH:42])([C:18]3[N:19]=[CH:20][N:21](C(C4C=CC=CC=4)(C4C=CC=CC=4)C4C=CC=CC=4)[CH:22]=3)[CH2:15][CH2:14][C:13]2([CH3:44])[CH3:43])[CH3:11])[CH:7]=[CH:6][C:3]=1[C:4]#[N:5].C([O-])(O)=O.[Na+], predict the reaction product. The product is: [Cl:1][C:2]1[CH:9]=[C:8]([N:10]([CH:12]2[CH2:17][C:16]([OH:42])([C:18]3[N:19]=[CH:20][NH:21][CH:22]=3)[CH2:15][CH2:14][C:13]2([CH3:44])[CH3:43])[CH3:11])[CH:7]=[CH:6][C:3]=1[C:4]#[N:5]. (3) Given the reactants [C:1]1([C:7]2[C:16]3[CH:15]=[CH:14][CH:13]=[CH:12][C:11]=3[N:10]=[C:9]3[C:17]4[CH:18]=[CH:19][CH2:20][CH2:21][C:22]=4[C:23](=O)[C:8]=23)[CH:6]=[CH:5][CH:4]=[CH:3][CH:2]=1.[C:25]1([N:31]2[C:43]3[CH:42]=[CH:41][CH:40]=[CH:39][C:38]=3[C:37]3[C:32]2=[CH:33][CH:34]=[CH:35][CH:36]=3)[CH:30]=[CH:29][CH:28]=[CH:27][CH:26]=1.CS(O)(=O)=O.O=P12OP3(OP(OP(O3)(O1)=O)(=O)O2)=O, predict the reaction product. The product is: [C:1]1([C:7]2[C:16]3[CH:15]=[CH:14][CH:13]=[CH:12][C:11]=3[N:10]=[C:9]3[C:17]4[C:22]([C:23]([C:40]5[CH:41]=[CH:42][C:43]6[N:31]([C:25]7[CH:30]=[CH:29][CH:28]=[CH:27][CH:26]=7)[C:32]7[C:37]([C:38]=6[CH:39]=5)=[CH:36][CH:35]=[CH:34][CH:33]=7)([C:40]5[CH:41]=[CH:42][C:43]6[N:31]([C:25]7[CH:26]=[CH:27][CH:28]=[CH:29][CH:30]=7)[C:32]7[C:37]([C:38]=6[CH:39]=5)=[CH:36][CH:35]=[CH:34][CH:33]=7)[C:8]=23)=[CH:21][CH:20]=[CH:19][CH:18]=4)[CH:6]=[CH:5][CH:4]=[CH:3][CH:2]=1. (4) Given the reactants [CH3:1][N:2]([CH3:21])[C:3]1[CH:20]=[CH:19][C:6]2[CH:7]=[C:8]([C:12](=[O:18])[CH2:13][C:14]([O:16][CH3:17])=[O:15])[C:9](=[O:11])[O:10][C:5]=2[CH:4]=1.[CH3:22][N:23]([CH3:33])[C:24]1[CH:31]=C[C:27]([CH:28]=O)=[C:26](O)[CH:25]=1, predict the reaction product. The product is: [CH3:21][N:2]([CH3:1])[C:3]1[CH:20]=[CH:19][C:6]2[CH:7]=[C:8]([C:12]([C:13]3[C:14](=[O:15])[O:16][C:17]4[CH:31]=[C:24]([N:23]([CH3:33])[CH3:22])[CH:25]=[CH:26][C:27]=4[CH:28]=3)=[O:18])[C:9](=[O:11])[O:10][C:5]=2[CH:4]=1. (5) Given the reactants [Cl:1][C:2]1[CH:3]=[CH:4][C:5]2[N:11]3[CH:12]=[CH:13][CH:14]=[C:10]3[CH:9]([CH2:15][C:16]([N:18]3[CH2:23][CH2:22][CH:21]([CH2:24][C:25]([O:27]CC)=[O:26])[CH2:20][CH2:19]3)=[O:17])[O:8][CH:7]([C:30]3[C:39]4[C:34](=[CH:35][CH:36]=[CH:37][CH:38]=4)[CH:33]=[CH:32][CH:31]=3)[C:6]=2[CH:40]=1.O1CCCC1.C(=O)([O-])[O-].[K+].[K+].C(O)(=O)CC(CC(O)=O)(C(O)=O)O, predict the reaction product. The product is: [Cl:1][C:2]1[CH:3]=[CH:4][C:5]2[N:11]3[CH:12]=[CH:13][CH:14]=[C:10]3[CH:9]([CH2:15][C:16]([N:18]3[CH2:19][CH2:20][CH:21]([CH2:24][C:25]([OH:27])=[O:26])[CH2:22][CH2:23]3)=[O:17])[O:8][CH:7]([C:30]3[C:39]4[C:34](=[CH:35][CH:36]=[CH:37][CH:38]=4)[CH:33]=[CH:32][CH:31]=3)[C:6]=2[CH:40]=1. (6) Given the reactants Cl[C:2]1[CH:35]=[CH:34][CH:33]=[CH:32][C:3]=1[CH2:4][O:5][CH2:6][CH2:7][N:8]([C@H:25]1[CH2:30][CH2:29][C@H:28]([CH3:31])[CH2:27][CH2:26]1)[C:9](=[O:24])[NH:10][C:11]1[S:12][C:13]([S:16]CC(C)(C)C(O)=O)=[CH:14][N:15]=1.BrCC1C=CC=CC=1[C:44]([F:47])([F:46])[F:45].C([O:50][C:51](=[O:62])[C:52](SC1SC(N)=NC=1)([CH3:54])[CH3:53])C, predict the reaction product. The product is: [CH3:53][C:52]([S:16][C:13]1[S:12][C:11]([NH:10][C:9]([N:8]([C@H:25]2[CH2:26][CH2:27][C@H:28]([CH3:31])[CH2:29][CH2:30]2)[CH2:7][CH2:6][O:5][CH2:4][C:3]2[CH:32]=[CH:33][CH:34]=[CH:35][C:2]=2[C:44]([F:45])([F:46])[F:47])=[O:24])=[N:15][CH:14]=1)([CH3:54])[C:51]([OH:62])=[O:50]. (7) Given the reactants Br[C:2]1[CH:10]=[CH:9][C:5]([C:6]([OH:8])=[O:7])=[C:4]([O:11][C:12]([F:15])([F:14])[F:13])[CH:3]=1.[CH:16]([B-](F)(F)F)=[CH2:17].[K+].C(=O)([O-])[O-].[K+].[K+], predict the reaction product. The product is: [F:13][C:12]([F:15])([F:14])[O:11][C:4]1[CH:3]=[C:2]([CH:16]=[CH2:17])[CH:10]=[CH:9][C:5]=1[C:6]([OH:8])=[O:7]. (8) Given the reactants [CH3:1][C@@:2]12[C:10](=[O:11])[CH2:9][CH2:8][C@H:7]1[C@@H:6]1[CH2:12][CH:13]=[C:14]3[CH2:19][C@@H:18]([OH:20])[CH2:17][CH2:16][C@:15]3([CH3:21])[C@H:5]1[CH2:4][CH2:3]2.[C:22]([O:25][CH:26]1[CH:31]([N:32]([CH3:34])[CH3:33])[CH2:30][CH:29]([CH3:35])[O:28][CH:27]1F)(=[O:24])[CH3:23].B(F)(F)F.CCOCC.CO, predict the reaction product. The product is: [C:22]([O:25][C@@H:26]1[C@@H:31]([N:32]([CH3:33])[CH3:34])[CH2:30][C@@H:29]([CH3:35])[O:28][C@H:27]1[O:20][C@@H:18]1[CH2:19][C:14]2[C@@:15]([CH3:21])([C@@H:5]3[C@@H:6]([CH2:12][CH:13]=2)[C@H:7]2[C@@:2]([CH3:1])([C:10](=[O:11])[CH2:9][CH2:8]2)[CH2:3][CH2:4]3)[CH2:16][CH2:17]1)(=[O:24])[CH3:23]. (9) Given the reactants [F-].[Cs+].[CH2:3]([C:7]1[N:8]([CH2:41][CH2:42][CH3:43])[C:9]([C:12]2[CH:17]=[CH:16][N:15]=[C:14]([NH:18][C:19]3[CH:24]=[CH:23][C:22]([S:25](=[O:40])(=[O:39])[N:26]([CH2:35][CH2:36][O:37][CH3:38])COCC[Si](C)(C)C)=[CH:21][CH:20]=3)[N:13]=2)=[CH:10][N:11]=1)[CH2:4][CH:5]=[CH2:6], predict the reaction product. The product is: [CH2:3]([C:7]1[N:8]([CH2:41][CH2:42][CH3:43])[C:9]([C:12]2[CH:17]=[CH:16][N:15]=[C:14]([NH:18][C:19]3[CH:20]=[CH:21][C:22]([S:25](=[O:40])(=[O:39])[NH:26][CH2:35][CH2:36][O:37][CH3:38])=[CH:23][CH:24]=3)[N:13]=2)=[CH:10][N:11]=1)[CH2:4][CH:5]=[CH2:6].